Dataset: Catalyst prediction with 721,799 reactions and 888 catalyst types from USPTO. Task: Predict which catalyst facilitates the given reaction. (1) Reactant: [Cl:1][C:2]1[CH:10]=[C:9]2[C:5]([CH2:6][C:7](=[O:11])[NH:8]2)=[CH:4][CH:3]=1.[CH2:12]([Li])[CH2:13][CH2:14][CH3:15].CN(C)CCN(C)C.ICCCCI. Product: [Cl:1][C:2]1[CH:10]=[C:9]2[C:5]([C:6]3([CH2:15][CH2:14][CH2:13][CH2:12]3)[C:7](=[O:11])[NH:8]2)=[CH:4][CH:3]=1. The catalyst class is: 1. (2) Reactant: [NH2:1][C:2]1[CH:3]=[C:4]([C:8]2[C:18]([C:19]3[CH:24]=[CH:23][N:22]=[C:21]([NH:25][C:26]4[CH:31]=[CH:30][CH:29]=[C:28]([O:32][CH2:33][CH2:34][N:35]([CH3:37])[CH3:36])[CH:27]=4)[N:20]=3)=[C:11]3[CH:12]=[CH:13][C:14]([O:16][CH3:17])=[CH:15][N:10]3[N:9]=2)[CH:5]=[CH:6][CH:7]=1.[C:38]1(/[CH:44]=[CH:45]/[CH2:46]Cl)[CH:43]=[CH:42][CH:41]=[CH:40][CH:39]=1.C1C[O:51][CH2:50]C1. Product: [CH3:37][N:35]([CH3:36])[CH2:34][CH2:33][O:32][C:28]1[CH:27]=[C:26]([NH:25][C:21]2[N:20]=[C:19]([C:18]3[C:8]([C:4]4[CH:3]=[C:2]([NH:1][C:50]([C:44]5([C:38]6[CH:43]=[CH:42][CH:41]=[CH:40][CH:39]=6)[CH2:46][CH2:45]5)=[O:51])[CH:7]=[CH:6][CH:5]=4)=[N:9][N:10]4[CH:15]=[C:14]([O:16][CH3:17])[CH:13]=[CH:12][C:11]=34)[CH:24]=[CH:23][N:22]=2)[CH:31]=[CH:30][CH:29]=1. The catalyst class is: 2. (3) Reactant: [CH3:1][C:2]1[N:3]=[CH:4][NH:5][C:6]=1[C:7]([O:9][CH2:10][CH3:11])=[O:8].[H-].[Na+].[CH2:14](Br)[C:15]1[CH:20]=[CH:19][CH:18]=[CH:17][CH:16]=1.O. Product: [CH2:14]([N:3]1[C:2]([CH3:1])=[C:6]([C:7]([O:9][CH2:10][CH3:11])=[O:8])[N:5]=[CH:4]1)[C:15]1[CH:20]=[CH:19][CH:18]=[CH:17][CH:16]=1. The catalyst class is: 1. (4) Reactant: [C:1]1([S:7]([N:10]2[C:14]3=[N:15][CH:16]=[CH:17][CH:18]=[C:13]3[CH:12]=[C:11]2[CH:19]([OH:27])[CH2:20][CH:21]2[CH2:26][CH2:25][CH2:24][CH2:23][O:22]2)(=[O:9])=[O:8])[CH:6]=[CH:5][CH:4]=[CH:3][CH:2]=1.CC(OI1(OC(C)=O)(OC(C)=O)OC(=O)C2C=CC=CC1=2)=O. Product: [C:1]1([S:7]([N:10]2[C:14]3=[N:15][CH:16]=[CH:17][CH:18]=[C:13]3[CH:12]=[C:11]2[C:19](=[O:27])[CH2:20][CH:21]2[CH2:26][CH2:25][CH2:24][CH2:23][O:22]2)(=[O:9])=[O:8])[CH:2]=[CH:3][CH:4]=[CH:5][CH:6]=1. The catalyst class is: 4. (5) Reactant: [CH2:1]([O:8][C:9]1[C:14]([O:15][CH3:16])=[CH:13][CH:12]=[CH:11][C:10]=1[CH:17]([OH:32])[C:18]1[CH:23]=[C:22]([Cl:24])[CH:21]=[CH:20][C:19]=1[NH:25]C(=O)C(C)(C)C)[C:2]1[CH:7]=[CH:6][CH:5]=[CH:4][CH:3]=1.[OH-].[Na+].[CH2:35](O)[CH3:36]. Product: [CH2:1]([O:8][C:9]1[C:14]([O:15][CH3:16])=[CH:13][CH:12]=[CH:11][C:10]=1[CH:17]([O:32][CH2:35][CH3:36])[C:18]1[CH:23]=[C:22]([Cl:24])[CH:21]=[CH:20][C:19]=1[NH2:25])[C:2]1[CH:7]=[CH:6][CH:5]=[CH:4][CH:3]=1. The catalyst class is: 6.